This data is from Full USPTO retrosynthesis dataset with 1.9M reactions from patents (1976-2016). The task is: Predict the reactants needed to synthesize the given product. (1) Given the product [CH2:9]([N:8]1[C:3]([NH:1][N:2]=[CH:25][C:15]2[C:24]3[C:19](=[CH:20][CH:21]=[CH:22][CH:23]=3)[CH:18]=[CH:17][CH:16]=2)=[CH:4][C:5](=[O:14])[NH:6][C:7]1=[O:13])[CH:10]([CH3:11])[CH3:12], predict the reactants needed to synthesize it. The reactants are: [NH:1]([C:3]1[N:8]([CH2:9][CH:10]([CH3:12])[CH3:11])[C:7](=[O:13])[NH:6][C:5](=[O:14])[CH:4]=1)[NH2:2].[C:15]1([CH:25]=O)[C:24]2[C:19](=[CH:20][CH:21]=[CH:22][CH:23]=2)[CH:18]=[CH:17][CH:16]=1. (2) Given the product [CH3:10][O:11][C:2]1[C:7]([OH:8])=[CH:6][CH:5]=[C:4]([CH3:9])[N:3]=1, predict the reactants needed to synthesize it. The reactants are: Cl[C:2]1[C:7]([OH:8])=[CH:6][CH:5]=[C:4]([CH3:9])[N:3]=1.[CH3:10][O-:11].[Na+].CO.O. (3) Given the product [CH3:18][C:15]([C:12]1[CH:11]=[CH:10][C:9]([CH2:8][O:3][CH2:2][CH2:1][OH:4])=[CH:14][CH:13]=1)([CH3:16])[CH3:17], predict the reactants needed to synthesize it. The reactants are: [CH2:1]([OH:4])[CH2:2][OH:3].[H-].[Na+].Br[CH2:8][C:9]1[CH:14]=[CH:13][C:12]([C:15]([CH3:18])([CH3:17])[CH3:16])=[CH:11][CH:10]=1.O. (4) The reactants are: [Cl:1][C:2]1[N:7]=[CH:6][C:5]([CH2:8][NH:9][CH2:10][CH:11]([O:14][CH3:15])[O:12][CH3:13])=[CH:4][CH:3]=1.O[C:17]1[CH2:18][O:19][C:20](=[O:22])[CH:21]=1.C1(C)C=CC(S(O)(=O)=O)=CC=1. Given the product [Cl:1][C:2]1[N:7]=[CH:6][C:5]([CH2:8][N:9]([CH2:10][CH:11]([O:14][CH3:15])[O:12][CH3:13])[C:17]2[CH2:18][O:19][C:20](=[O:22])[CH:21]=2)=[CH:4][CH:3]=1, predict the reactants needed to synthesize it. (5) Given the product [CH:33]1([CH2:32][O:31][C:22]2[CH:23]=[CH:24][C:25]([C:27]([F:30])([F:29])[F:28])=[CH:26][C:21]=2[C:20]2[C:15]3[NH:14][C:13]([CH3:36])=[C:12]([C:10]([NH:9][C@H:6]4[CH2:7][CH2:8][C@H:3]([NH:2][C:42](=[O:43])[C@@H:41]([OH:40])[CH3:45])[CH2:4][CH2:5]4)=[O:11])[C:16]=3[N:17]=[CH:18][N:19]=2)[CH2:34][CH2:35]1, predict the reactants needed to synthesize it. The reactants are: Cl.[NH2:2][C@H:3]1[CH2:8][CH2:7][C@H:6]([NH:9][C:10]([C:12]2[C:16]3[N:17]=[CH:18][N:19]=[C:20]([C:21]4[CH:26]=[C:25]([C:27]([F:30])([F:29])[F:28])[CH:24]=[CH:23][C:22]=4[O:31][CH2:32][CH:33]4[CH2:35][CH2:34]4)[C:15]=3[NH:14][C:13]=2[CH3:36])=[O:11])[CH2:5][CH2:4]1.C([O:40][C@@H:41]([CH3:45])[C:42](Cl)=[O:43])(=O)C.